This data is from Full USPTO retrosynthesis dataset with 1.9M reactions from patents (1976-2016). The task is: Predict the reactants needed to synthesize the given product. (1) Given the product [CH3:47][N:2]([CH3:1])[CH2:3][CH2:4][CH2:5][O:6][C:7]1[CH:8]=[CH:9][C:10]([C:13]2[CH:14]=[C:15]3[C:21]([NH:22][C:23]([C:25]4[CH:26]=[N:27][N:28]([CH2:30][C:31]5[CH:32]=[CH:33][CH:34]=[CH:35][CH:36]=5)[CH:29]=4)=[O:24])=[CH:20][NH:19][C:16]3=[N:17][CH:18]=2)=[CH:11][CH:12]=1, predict the reactants needed to synthesize it. The reactants are: [CH3:1][N:2]([CH3:47])[CH2:3][CH2:4][CH2:5][O:6][C:7]1[CH:12]=[CH:11][C:10]([C:13]2[CH:14]=[C:15]3[C:21]([NH:22][C:23]([C:25]4[CH:26]=[N:27][N:28]([CH2:30][C:31]5[CH:36]=[CH:35][CH:34]=[CH:33][CH:32]=5)[CH:29]=4)=[O:24])=[CH:20][N:19](S(C4C=CC(C)=CC=4)(=O)=O)[C:16]3=[N:17][CH:18]=2)=[CH:9][CH:8]=1.C([O-])([O-])=O.[K+].[K+]. (2) Given the product [C:1]([N:8]1[CH2:12][CH2:11][CH2:10][C@H:9]1[CH2:13][OH:14])([O:3][C:4]([CH3:7])([CH3:6])[CH3:5])=[O:2], predict the reactants needed to synthesize it. The reactants are: [C:1]([N:8]1[CH2:12][CH2:11][CH2:10][CH:9]1[CH2:13][OH:14])([O:3][C:4]([CH3:7])([CH3:6])[CH3:5])=[O:2].S(Cl)(C)(=O)=O.C(N(CC)CC)C. (3) The reactants are: [CH:1]1([CH:7]([NH:20][C:21]2[CH:29]=[CH:28][C:24]([C:25](O)=[O:26])=[CH:23][CH:22]=2)[C:8]2[S:9][C:10]([C:14]3[CH:19]=[CH:18][CH:17]=[CH:16][CH:15]=3)=[CH:11][C:12]=2[CH3:13])[CH2:6][CH2:5][CH2:4][CH2:3][CH2:2]1.[CH3:30][NH:31][CH2:32][CH2:33][C:34]([O:36]CC)=[O:35].Cl.C(N=C=NCCCN(C)C)C.O.OC1C2N=NNC=2C=CC=1. Given the product [CH:1]1([CH:7]([NH:20][C:21]2[CH:22]=[CH:23][C:24]([C:25]([N:31]([CH3:30])[CH2:32][CH2:33][C:34]([OH:36])=[O:35])=[O:26])=[CH:28][CH:29]=2)[C:8]2[S:9][C:10]([C:14]3[CH:19]=[CH:18][CH:17]=[CH:16][CH:15]=3)=[CH:11][C:12]=2[CH3:13])[CH2:6][CH2:5][CH2:4][CH2:3][CH2:2]1, predict the reactants needed to synthesize it.